Dataset: Full USPTO retrosynthesis dataset with 1.9M reactions from patents (1976-2016). Task: Predict the reactants needed to synthesize the given product. (1) Given the product [F:59][C:60]1[CH:65]=[CH:64][C:63]([CH:66]2[CH2:67][CH2:68][N:69]([C:44]([NH:43][C:47]3[CH:56]=[CH:55][C:54]4[C:53](=[O:57])[CH2:52][CH2:51][CH2:50][C:49]=4[CH:48]=3)=[O:46])[CH2:70][CH2:71]2)=[CH:62][CH:61]=1, predict the reactants needed to synthesize it. The reactants are: N1C=CC=CC=1.ClC(OC1C=CC([N+]([O-])=O)=CC=1)=O.NC1C=C2C(=CC=1)C(=O)CCC2.[OH-].[Na+].[N+](C1C=CC([N:43]([C:47]2[CH:56]=[CH:55][C:54]3[C:53](=[O:57])[CH2:52][CH2:51][CH2:50][C:49]=3[CH:48]=2)[C:44](=[O:46])[O-])=CC=1)([O-])=O.Cl.[F:59][C:60]1[CH:65]=[CH:64][C:63]([CH:66]2[CH2:71][CH2:70][NH:69][CH2:68][CH2:67]2)=[CH:62][CH:61]=1. (2) Given the product [NH2:8][CH:9]1[CH2:15][CH2:14][CH2:13][N:12]([C:16]([O:18][C:19]([CH3:22])([CH3:21])[CH3:20])=[O:17])[CH2:11][CH2:10]1, predict the reactants needed to synthesize it. The reactants are: C([NH:8][CH:9]1[CH2:15][CH2:14][CH2:13][N:12]([C:16]([O:18][C:19]([CH3:22])([CH3:21])[CH3:20])=[O:17])[CH2:11][CH2:10]1)C1C=CC=CC=1. (3) Given the product [CH3:24][N:25]1[CH:29]=[C:28]([C:2]2[CH:3]=[CH:4][C:5]3[N:6]([C:8]([C@H:11]([O:13][C:14]4[C:15]5[O:23][CH:22]=[CH:21][C:16]=5[CH:17]=[N:18][C:19]=4[NH2:20])[CH3:12])=[N:9][N:10]=3)[N:7]=2)[CH:27]=[N:26]1, predict the reactants needed to synthesize it. The reactants are: Cl[C:2]1[CH:3]=[CH:4][C:5]2[N:6]([C:8]([C@H:11]([O:13][C:14]3[C:15]4[O:23][CH:22]=[CH:21][C:16]=4[CH:17]=[N:18][C:19]=3[NH2:20])[CH3:12])=[N:9][N:10]=2)[N:7]=1.[CH3:24][N:25]1[CH:29]=[C:28](B2OC(C)(C)C(C)(C)O2)[CH:27]=[N:26]1.C(=O)([O-])[O-].[K+].[K+].O1CCOCC1. (4) Given the product [Cl:29][C:24]1[CH:23]=[C:22]([CH:20]2[CH2:21][CH:19]2[C:17]([OH:18])=[O:16])[CH:27]=[CH:26][C:25]=1[O:28][CH2:2][C:3]1[CH:8]=[CH:7][CH:6]=[C:5]([S:9][CH2:10][CH:11]2[CH2:13][CH2:12]2)[N:4]=1, predict the reactants needed to synthesize it. The reactants are: Cl[CH2:2][C:3]1[CH:8]=[CH:7][CH:6]=[C:5]([S:9][CH2:10][CH:11]2[CH2:13][CH2:12]2)[N:4]=1.C([O:16][C:17]([CH:19]1[CH2:21][CH:20]1[C:22]1[CH:27]=[CH:26][C:25]([OH:28])=[C:24]([Cl:29])[CH:23]=1)=[O:18])C. (5) Given the product [Cl:22][C:20]1[N:19]=[CH:18][N:17]=[C:16]([CH:12]([CH:4]2[N:3]([CH2:1][CH3:2])[C:7]3[CH:8]=[CH:9][CH:10]=[CH:11][C:6]=3[NH:5]2)[C:13]#[N:14])[CH:21]=1, predict the reactants needed to synthesize it. The reactants are: [CH2:1]([N:3]1[C:7]2[CH:8]=[CH:9][CH:10]=[CH:11][C:6]=2[NH:5][CH:4]1[CH2:12][C:13]#[N:14])[CH3:2].Cl[C:16]1[CH:21]=[C:20]([Cl:22])[N:19]=[CH:18][N:17]=1. (6) Given the product [CH3:25][O:26][CH2:27][C:28]1[CH:33]=[CH:32][C:31]([C:2]2[N:10]3[C:5]([CH:6]=[N:7][C:8]([NH:11][C:12]4[CH:17]=[CH:16][C:15]([N:18]5[CH2:19][CH2:20][N:21]([CH3:24])[CH2:22][CH2:23]5)=[CH:14][CH:13]=4)=[N:9]3)=[CH:4][CH:3]=2)=[CH:30][CH:29]=1, predict the reactants needed to synthesize it. The reactants are: Br[C:2]1[N:10]2[C:5]([CH:6]=[N:7][C:8]([NH:11][C:12]3[CH:17]=[CH:16][C:15]([N:18]4[CH2:23][CH2:22][N:21]([CH3:24])[CH2:20][CH2:19]4)=[CH:14][CH:13]=3)=[N:9]2)=[CH:4][CH:3]=1.[CH3:25][O:26][CH2:27][C:28]1[CH:33]=[CH:32][C:31](B(O)O)=[CH:30][CH:29]=1.C1(P(C2C=CC=CC=2)C2C=CC=CC=2)C=CC=CC=1.CN(C)C=O.O1CCOCC1.C(=O)([O-])[O-].[Na+].[Na+].O. (7) Given the product [CH:1]([NH:14][C:15]1[C:24]2[C:19](=[CH:20][CH:21]=[CH:22][CH:23]=2)[N:18]=[C:17]([C:30]2[S:26][C:27]3[CH:37]=[CH:36][CH:35]=[CH:34][C:28]=3[CH:29]=2)[N:16]=1)([C:8]1[CH:13]=[CH:12][CH:11]=[CH:10][CH:9]=1)[C:2]1[CH:7]=[CH:6][CH:5]=[CH:4][CH:3]=1, predict the reactants needed to synthesize it. The reactants are: [CH:1]([NH:14][C:15]1[C:24]2[C:19](=[CH:20][CH:21]=[CH:22][CH:23]=2)[N:18]=[C:17](Cl)[N:16]=1)([C:8]1[CH:13]=[CH:12][CH:11]=[CH:10][CH:9]=1)[C:2]1[CH:7]=[CH:6][CH:5]=[CH:4][CH:3]=1.[S:26]1[C:30](B(O)O)=[CH:29][C:28]2[CH:34]=[CH:35][CH:36]=[CH:37][C:27]1=2.C([O-])([O-])=O.[K+].[K+].